From a dataset of Experimentally validated miRNA-target interactions with 360,000+ pairs, plus equal number of negative samples. Binary Classification. Given a miRNA mature sequence and a target amino acid sequence, predict their likelihood of interaction. (1) The miRNA is hsa-miR-26b-5p with sequence UUCAAGUAAUUCAGGAUAGGU. The protein sequence of the target gene is MGFPAAALLCALCCGLLAPAARAGYSEERCSWRGSGLTQEPGSVGQLALACAEGAVEWLYPAGALRLTLGGPDPRARPGIACLRPVRPFAGAQVFAERAGGALELLLAEGPGPAGGRCVRWGPRERRALFLQATPHQDISRRVAAFRFELREDGRPELPPQAHGLGVDGACRPCSDAELLLAACTSDFVIHGIIHGVTHDVELQESVITVVAARVLRQTPPLFQAGRSGDQGLTSIRTPLRCGVHPGPGTFLFMGWSRFGEARLGCAPRFQEFRRAYEAARAAHLHPCEVALH. Result: 1 (interaction). (2) The miRNA is mmu-miR-871-5p with sequence UAUUCAGAUUAGUGCCAGUCAUG. The protein sequence of the target gene is MGERLLESKKDHQHGEILTQVPDDMLKKKTPRVKSCGEVSVGHASLNRHHRADTGHKPYEYQEYGQKPYKCTYCKKAFSDLPYFRTHEWAHTGGKPYDCEECGKSFISRSSIRRHRIMHSGDGPYKCNFCGKALMCLSLYLIHKRTHTGEKPYECKQCGKAFSHSGSLRIHERTHTGEKPYECSECGKAFHSSTCLHAHKITHTGEKPYECKQCGKAFVSFNSVRYHERTHTGEKPYECKQCGKAFRSASHLRTHGRTHTGEKPYECKQCGKAFGCASSVKIHERTHTGEKPCSSNTSKG.... Result: 0 (no interaction). (3) The miRNA is hsa-miR-625-5p with sequence AGGGGGAAAGUUCUAUAGUCC. The protein sequence of the target gene is MDAGKAGQTLKTHCSAQRPDVCRWLSPFILSCCVYFCLWIPEDQLSWFAALVKCLPVLCLAGFLWVMSPSGGYTQLLQGALVCSAVGDACLIWPAAFVPGMAAFATAHLLYVWAFGFSPLQPGLLLLIILAPGPYLSLVLQHLEPDMVLPVAAYGLILMAMLWRGLAQGGSAGWGALLFTLSDGVLAWDTFAQPLPHAHLVIMTTYYAAQLLITLSALRSPVPKTD. Result: 1 (interaction). (4) The miRNA is hsa-miR-6778-5p with sequence AGUGGGAGGACAGGAGGCAGGU. The protein sequence of the target gene is MATSAVPSDNLPTYKLVVVGDGGVGKSALTIQFFQKIFVPDYDPTIEDSYLKHTEIDNQWAILDVLDTAGQEEFSAMREQYMRTGDGFLIVYSVTDKASFEHVDRFHQLILRVKDRESFPMILVANKVDLMHLRKITREQGKEMATKHNIPYIETSAKDPPLNVDKAFHDLVRVIRQQIPEKSQKKKKKTKWRGDRATGTHKLQCVIL. Result: 1 (interaction). (5) The protein sequence of the target gene is MLVRRGARAGPRMPRGWTALCLLSLLPSGFMSLDNNGTATPELPTQGTFSNVSTNVSYQETTTPSTLGSTSLHPVSQHGNEATTNITETTVKFTSTSVITSVYGNTNSSVQSQTSVISTVFTTPANVSTPETTLKPSLSPGNVSDLSTTSTSLATSPTKPYTSSSPILSDIKAEIKCSGIREVKLTQGICLEQNKTSSCAEFKKDRGEGLARVLCGEEQADADAGAQVCSLLLAQSEVRPQCLLLVLANRTEISSKLQLMKKHQSDLKKLGILDFTEQDVASHQSYSQKTLIALVTSGAL.... Result: 0 (no interaction). The miRNA is cel-miR-1832a-3p with sequence UGGGCGGAGCGAAUCGAUGAU. (6) The miRNA is mmu-miR-669d-5p with sequence ACUUGUGUGUGCAUGUAUAUGU. The protein sequence of the target gene is MSKGLPETRTDAAMSELVPEPRPKPAVPMKPMSINSNLLGYIGIDTIIEQMRKKTMKTGFDFNIMVVGQSGLGKSTLVNTLFKSQVSRKASSWNREEKIPKTVEIKAIGHVIEEGGVKMKLTVIDTPGFGDQINNENCWEPIEKYINEQYEKFLKEEVNIARKKRIPDTRVHCCLYFISPTGHSLRPLDLEFMKHLSKVVNIIPVIAKADTMTLEEKSEFKQRVRKELEVNGIEFYPQKEFDEDLEDKTENDKIRQESMPFAVVGSDKEYQVNGKRVLGRKTPWGIIEVENLNHCEFALL.... Result: 0 (no interaction). (7) The miRNA is hsa-miR-302d-3p with sequence UAAGUGCUUCCAUGUUUGAGUGU. The protein sequence of the target gene is MPQLSLSSLGLWPMAASPWLLLLLVGASWLLARILAWTYTFYDNCCRLRCFPQPPKRNWFLGHLGLIHSSEEGLLYTQSLACTFGDMCCWWVGPWHAIVRIFHPTYIKPVLFAPAAIVPKDKVFYSFLKPWLGDGLLLSAGEKWSRHRRMLTPAFHFNILKPYMKIFNESVNIMHAKWQLLASEGSARLDMFEHISLMTLDSLQKCVFSFDSHCQEKPSEYIAAILELSALVTKRHQQILLYIDFLYYLTPDGQRFRRACRLVHDFTDAVIQERRRTLPSQGVDDFLQAKAKSKTLDFID.... Result: 0 (no interaction). (8) The miRNA is mmu-miR-362-5p with sequence AAUCCUUGGAACCUAGGUGUGAAU. The protein sequence of the target gene is MGQALGIKSCDFQAARNNEEHHTKALSSRRLFVRRGQPFTIILYFRAPVRAFLPALKKVALTAQTGEQPSKINRTQATFPISSLGDRKWWSAVVEERDAQSWTISVTTPADAVIGHYSLLLQVSGRKQLLLGQFTLLFNPWNREDAVFLKNEAQRMEYLLNQNGLIYLGTADCIQAESWDFGQFEGDVIDLSLRLLSKDKQVEKWSQPVHVARVLGALLHFLKEQRVLPTPQTQATQEGALLNKRRGSVPILRQWLTGRGRPVYDGQAWVLAAVACTVLRCLGIPARVVTTFASAQGTGG.... Result: 0 (no interaction). (9) The miRNA is hsa-miR-1261 with sequence AUGGAUAAGGCUUUGGCUU. The protein sequence of the target gene is MLKFKYGVRNPPEASASEPIASRASRLNLFFQGKPPLMTQQQMSALSREGMLDALFALFEECSQPALMKMKHVSSFVQKYSDTIAELRELQPSARDFEVRSLVGCGHFAEVQVVREKATGDVYAMKIMKKKALLAQEQVSFFEEERNILSRSTSPWIPQLQYAFQDKNNLYLVMEYQPGGDFLSLLNRYEDQLDESMIQFYLAELILAVHSVHQMGYVHRDIKPENILIDRTGEIKLVDFGSAAKMNSNKVDAKLPIGTPDYMAPEVLTVMNEDRRGTYGLDCDWWSVGVVAYEMVYGKT.... Result: 0 (no interaction). (10) The miRNA is mmu-miR-7116-3p with sequence UUUUUUUCCUUUGCCUUCUCAG. The protein sequence of the target gene is MLRGPGPGLLLLAVQCLGTAVPSTGASKSKRQAQQMVQPQSPVAVSQSKPGCYDNGKHYQINQQWERTYLGNALVCTCYGGSRGFNCESKPEAEETCFDKYTGNTYRVGDTYERPKDSMIWDCTCIGAGRGRISCTIANRCHEGGQSYKIGDTWRRPHETGGYMLECVCLGNGKGEWTCKPIAEKCFDHAAGTSYVVGETWEKPYQGWMMVDCTCLGEGSGRITCTSRNRCNDQDTRTSYRIGDTWSKKDNRGNLLQCICTGNGRGEWKCERHTSVQTTSSGSGPFTDVRAAVYQPQPHP.... Result: 0 (no interaction).